This data is from Reaction yield outcomes from USPTO patents with 853,638 reactions. The task is: Predict the reaction yield, written as a fraction of the theoretical maximum amount of product (1.0 means a 100% yield; for example, 0.34 means a 34% yield). (1) The reactants are [F:1][C:2]([F:18])([F:17])[C:3]1[CH:16]=[CH:15][C:6]([O:7][C:8]2[C:9]([NH2:14])=[N:10][CH:11]=[CH:12][CH:13]=2)=[CH:5][CH:4]=1.[Br:19]Br. The catalyst is C(Cl)(Cl)Cl. The product is [Br:19][C:12]1[CH:13]=[C:8]([O:7][C:6]2[CH:15]=[CH:16][C:3]([C:2]([F:1])([F:17])[F:18])=[CH:4][CH:5]=2)[C:9]([NH2:14])=[N:10][CH:11]=1. The yield is 0.523. (2) The reactants are [N:1]1[C:10]2[CH:9]([NH:11][CH2:12][CH2:13][CH2:14][CH2:15][N:16]3[C:24](=[O:25])[C:23]4[C:18](=[CH:19][CH:20]=[CH:21][CH:22]=4)[C:17]3=[O:26])[CH2:8][CH2:7][CH2:6][C:5]=2[CH:4]=[CH:3][CH:2]=1.C(N(C(C)C)CC)(C)C.[I-].[K+].Cl[CH2:39][C:40]1[NH:44][C:43]2[CH:45]=[C:46]([CH3:50])[C:47]([CH3:49])=[CH:48][C:42]=2[N:41]=1. The catalyst is C(#N)C. The product is [CH3:50][C:46]1[C:47]([CH3:49])=[CH:48][C:42]2[NH:41][C:40]([CH2:39][N:11]([CH:9]3[C:10]4[N:1]=[CH:2][CH:3]=[CH:4][C:5]=4[CH2:6][CH2:7][CH2:8]3)[CH2:12][CH2:13][CH2:14][CH2:15][N:16]3[C:24](=[O:25])[C:23]4[C:18](=[CH:19][CH:20]=[CH:21][CH:22]=4)[C:17]3=[O:26])=[N:44][C:43]=2[CH:45]=1. The yield is 0.280. (3) The reactants are ClC1C=CC=C(C(OO)=[O:9])C=1.[Cl:12][C:13]1[C:22]2[C:17](=[C:18]([CH3:25])[C:19]([O:23][CH3:24])=[CH:20][CH:21]=2)[N:16]=[CH:15][CH:14]=1. The catalyst is C(Cl)(Cl)Cl. The product is [Cl:12][C:13]1[C:22]2[C:17](=[C:18]([CH3:25])[C:19]([O:23][CH3:24])=[CH:20][CH:21]=2)[N+:16]([O-:9])=[CH:15][CH:14]=1. The yield is 0.183. (4) The reactants are [CH2:1]([O:3][C:4]([C:6]1[C:11]([NH:12][C:13]2[CH:18]=[CH:17][C:16]([CH3:19])=[CH:15][C:14]=2[F:20])=[C:10]([CH3:21])[C:9](=[O:22])[N:8]([CH3:23])[C:7]=1[CH3:24])=[O:5])[CH3:2].[Br:25]N1C(=O)CCC1=O. The catalyst is CN(C=O)C.CCOC(C)=O. The product is [CH2:1]([O:3][C:4]([C:6]1[C:11]([NH:12][C:13]2[CH:18]=[CH:17][C:16]([CH3:19])=[CH:15][C:14]=2[F:20])=[C:10]([CH3:21])[C:9](=[O:22])[N:8]([CH3:23])[C:7]=1[CH2:24][Br:25])=[O:5])[CH3:2]. The yield is 0.660. (5) The reactants are Cl.Cl.[CH3:3][O:4][C:5](=[O:13])[C@H:6]([CH2:8][CH2:9][CH2:10][CH2:11][NH2:12])[NH2:7].C(N([CH2:19][CH3:20])CC)C.[CH2:21]([O:28][CH2:29][C:30](Cl)=[O:31])[C:22]1[CH:27]=[CH:26][CH:25]=[CH:24][CH:23]=1. The catalyst is C(OCC)(=O)C. The product is [CH3:3][O:4][C:5](=[O:13])[CH:6]([NH:7][C:30](=[O:31])[CH2:29][O:28][CH2:21][C:20]1[CH:19]=[CH:24][CH:23]=[CH:22][CH:27]=1)[CH2:8][CH2:9][CH2:10][CH2:11][NH:12][C:30](=[O:31])[CH2:29][O:28][CH2:21][C:22]1[CH:27]=[CH:26][CH:25]=[CH:24][CH:23]=1. The yield is 0.318. (6) The catalyst is CN(C=O)C. The yield is 0.990. The reactants are CCN(C(C)C)C(C)C.Cl[C:11]1[CH:12]=[CH:13][C:14]2[N:15]([C:17]([C:20]([F:23])([F:22])[F:21])=[N:18][N:19]=2)[N:16]=1.[OH:24][C:25]1[CH:30]=[CH:29][C:28]([C:31]2([OH:37])[CH2:36][CH2:35][NH:34][CH2:33][CH2:32]2)=[CH:27][CH:26]=1. The product is [OH:24][C:25]1[CH:30]=[CH:29][C:28]([C:31]2([OH:37])[CH2:32][CH2:33][N:34]([C:11]3[CH:12]=[CH:13][C:14]4[N:15]([C:17]([C:20]([F:23])([F:22])[F:21])=[N:18][N:19]=4)[N:16]=3)[CH2:35][CH2:36]2)=[CH:27][CH:26]=1. (7) The reactants are [F:1][CH:2]([F:11])[O:3][C:4]1[C:5]([OH:10])=[N:6][CH:7]=[CH:8][CH:9]=1.C([O-])(=O)C.[Na+].[Br:17]Br. The catalyst is C(O)(=O)C. The product is [Br:17][C:8]1[CH:9]=[C:4]([O:3][CH:2]([F:1])[F:11])[C:5]([OH:10])=[N:6][CH:7]=1. The yield is 0.550. (8) The reactants are [Br:1][C:2]1[C:10]2[C:9](Cl)=[N:8][CH:7]=[N:6][C:5]=2[N:4]([CH:12]2[CH2:15][N:14]([C:16]([O:18][C:19]([CH3:22])([CH3:21])[CH3:20])=[O:17])[CH2:13]2)[CH:3]=1.[OH-].[NH4+:24]. No catalyst specified. The product is [NH2:24][C:9]1[C:10]2[C:2]([Br:1])=[CH:3][N:4]([CH:12]3[CH2:15][N:14]([C:16]([O:18][C:19]([CH3:22])([CH3:21])[CH3:20])=[O:17])[CH2:13]3)[C:5]=2[N:6]=[CH:7][N:8]=1. The yield is 0.150.